This data is from Forward reaction prediction with 1.9M reactions from USPTO patents (1976-2016). The task is: Predict the product of the given reaction. (1) Given the reactants [CH3:1][C:2]1[N:3]=[C:4]2[C:9]([O:10][CH2:11][C:12]3[C:17]([F:18])=[CH:16][CH:15]=[C:14]([F:19])[C:13]=3[F:20])=[CH:8][C:7]([CH3:21])=[CH:6][N:5]2[C:22]=1[C:23]([O:25]CC)=[O:24].[OH-].[Li+].Cl, predict the reaction product. The product is: [CH3:1][C:2]1[N:3]=[C:4]2[C:9]([O:10][CH2:11][C:12]3[C:17]([F:18])=[CH:16][CH:15]=[C:14]([F:19])[C:13]=3[F:20])=[CH:8][C:7]([CH3:21])=[CH:6][N:5]2[C:22]=1[C:23]([OH:25])=[O:24]. (2) Given the reactants [OH:1][C:2]1[CH:24]=[CH:23][C:22]([C:25]([F:28])([F:27])[F:26])=[CH:21][C:3]=1[C:4]([NH:6][C:7]1[CH:12]=[C:11]([C:13]([F:16])([F:15])[F:14])[CH:10]=[C:9]([C:17]([F:20])([F:19])[F:18])[CH:8]=1)=[O:5].[N:29]1([C:35](Cl)=[O:36])[CH2:34][CH2:33][O:32][CH2:31][CH2:30]1, predict the reaction product. The product is: [O:32]1[CH2:33][CH2:34][N:29]([C:35]([O:1][C:2]2[CH:24]=[CH:23][C:22]([C:25]([F:26])([F:27])[F:28])=[CH:21][C:3]=2[C:4]([NH:6][C:7]2[CH:12]=[C:11]([C:13]([F:15])([F:16])[F:14])[CH:10]=[C:9]([C:17]([F:18])([F:19])[F:20])[CH:8]=2)=[O:5])=[O:36])[CH2:30][CH2:31]1. (3) Given the reactants CC1(C)C(C)(C)OB([C:9]2[CH:10]=[C:11]3[C:16](=[CH:17][CH:18]=2)[NH:15][C:14](=[O:19])[CH2:13][CH2:12]3)O1.[C:21]([O:25][C:26]([N:28]1[CH2:32][CH2:31][C@H:30]([O:33][C:34]2[CH:35]=[N:36][CH:37]=[C:38](Br)[CH:39]=2)[CH2:29]1)=[O:27])([CH3:24])([CH3:23])[CH3:22], predict the reaction product. The product is: [C:21]([O:25][C:26]([N:28]1[CH2:32][CH2:31][C@H:30]([O:33][C:34]2[CH:35]=[N:36][CH:37]=[C:38]([C:9]3[CH:10]=[C:11]4[C:16](=[CH:17][CH:18]=3)[NH:15][C:14](=[O:19])[CH2:13][CH2:12]4)[CH:39]=2)[CH2:29]1)=[O:27])([CH3:24])([CH3:22])[CH3:23]. (4) Given the reactants [C:1]([C:5]1[O:9][N:8]=[C:7]([NH:10][C:11]([NH:13][C:14]2[CH:19]=[CH:18][CH:17]=[C:16]([OH:20])[CH:15]=2)=[O:12])[CH:6]=1)([CH3:4])([CH3:3])[CH3:2].Cl[C:22]1[C:31]2[C:26](=[CH:27][C:28]([O:37][CH3:38])=[C:29]([O:32][CH2:33][CH2:34][O:35][CH3:36])[CH:30]=2)[N:25]=[CH:24][N:23]=1.C([O-])([O-])=O.[Cs+].[Cs+], predict the reaction product. The product is: [C:1]([C:5]1[O:9][N:8]=[C:7]([NH:10][C:11]([NH:13][C:14]2[CH:19]=[CH:18][CH:17]=[C:16]([O:20][C:22]3[C:31]4[C:26](=[CH:27][C:28]([O:37][CH3:38])=[C:29]([O:32][CH2:33][CH2:34][O:35][CH3:36])[CH:30]=4)[N:25]=[CH:24][N:23]=3)[CH:15]=2)=[O:12])[CH:6]=1)([CH3:4])([CH3:2])[CH3:3]. (5) Given the reactants [O:1]=[C:2]1[C@@:10]2([CH2:12][C@H:11]2[C:13]2[CH:21]=[C:20]3[C:16]([C:17]([C:22]#N)=[N:18][NH:19]3)=[CH:15][CH:14]=2)[C:9]2[C:4](=[CH:5][CH:6]=[CH:7][CH:8]=2)[NH:3]1.[PH2]([O-])=[O:25].[Na+], predict the reaction product. The product is: [O:1]=[C:2]1[C@@:10]2([CH2:12][C@H:11]2[C:13]2[CH:21]=[C:20]3[C:16]([C:17]([CH:22]=[O:25])=[N:18][NH:19]3)=[CH:15][CH:14]=2)[C:9]2[C:4](=[CH:5][CH:6]=[CH:7][CH:8]=2)[NH:3]1.